This data is from Reaction yield outcomes from USPTO patents with 853,638 reactions. The task is: Predict the reaction yield, written as a fraction of the theoretical maximum amount of product (1.0 means a 100% yield; for example, 0.34 means a 34% yield). (1) The reactants are [CH2:1]([C:3]1[CH:4]=[C:5]2[C:9](=[CH:10][CH:11]=1)[NH:8][C:7]([C:12]([O:14]C)=[O:13])=[CH:6]2)[CH3:2].[OH-].[K+]. The catalyst is CCO. The product is [CH2:1]([C:3]1[CH:4]=[C:5]2[C:9](=[CH:10][CH:11]=1)[NH:8][C:7]([C:12]([OH:14])=[O:13])=[CH:6]2)[CH3:2]. The yield is 0.950. (2) The reactants are [Br:1][C:2]1[C:7]([O:8][CH3:9])=[CH:6][C:5]([CH:10]([OH:13])[CH2:11][CH3:12])=[CH:4][C:3]=1[O:14][CH3:15]. The catalyst is C(Cl)Cl.O=[Mn]=O. The product is [Br:1][C:2]1[C:7]([O:8][CH3:9])=[CH:6][C:5]([C:10](=[O:13])[CH2:11][CH3:12])=[CH:4][C:3]=1[O:14][CH3:15]. The yield is 1.00. (3) The reactants are [CH3:1][C:2]1[C:3]([C:7]([O:9][CH3:10])=[O:8])=[CH:4][NH:5][CH:6]=1.[F:11][C:12]([F:21])([F:20])[C:13]1[CH:14]=[C:15](I)[CH:16]=[CH:17][CH:18]=1.C(=O)([O-])[O-].[K+].[K+]. The catalyst is CN1CCCC1=O. The product is [CH3:1][C:2]1[C:3]([C:7]([O:9][CH3:10])=[O:8])=[CH:4][N:5]([C:17]2[CH:16]=[CH:15][CH:14]=[C:13]([C:12]([F:21])([F:20])[F:11])[CH:18]=2)[CH:6]=1. The yield is 0.420. (4) The reactants are [C:1]([OH:4])(=O)[CH3:2].[Cl:5][C:6]1[CH:11]=[CH:10][C:9]([CH2:12][NH2:13])=[CH:8][CH:7]=1.F[B-](F)(F)F.N1(OC(N(C)C)=[N+](C)C)C2C=CC=CC=2N=N1.C(N(C(C)C)C(C)C)C. The catalyst is CN(C=O)C.CCOC(C)=O. The product is [Cl:5][C:6]1[CH:11]=[CH:10][C:9]([CH2:12][NH:13][C:1](=[O:4])[CH3:2])=[CH:8][CH:7]=1. The yield is 0.578.